This data is from Full USPTO retrosynthesis dataset with 1.9M reactions from patents (1976-2016). The task is: Predict the reactants needed to synthesize the given product. (1) The reactants are: [H-].[Al+3].[Li+].[H-].[H-].[H-].[CH3:7][O:8][C:9]1[CH:10]=[C:11]([CH:15]=[C:16]([O:18][CH3:19])[CH:17]=1)[C:12](O)=[O:13]. Given the product [CH3:19][O:18][C:16]1[CH:15]=[C:11]([CH:10]=[C:9]([O:8][CH3:7])[CH:17]=1)[CH2:12][OH:13], predict the reactants needed to synthesize it. (2) Given the product [CH3:35][N:32]1[CH:33]=[CH:34][C:29]([C:22]2[N:21]=[C:20]([C:17]3[CH:18]=[CH:19][N:15]([C:4]4([CH2:3][C:1]#[N:2])[CH2:5][N:6]([CH2:8][C:54]([F:65])([F:64])[F:53])[CH2:7]4)[N:16]=3)[N:25]3[CH:26]=[CH:27][N:28]=[C:24]3[CH:23]=2)=[CH:30][C:31]1=[O:36], predict the reactants needed to synthesize it. The reactants are: [C:1]([CH2:3][C:4]1([N:15]2[CH:19]=[CH:18][C:17]([C:20]3[N:25]4[CH:26]=[CH:27][N:28]=[C:24]4[CH:23]=[C:22]([C:29]4[CH:34]=[CH:33][N:32]([CH3:35])[C:31](=[O:36])[CH:30]=4)[N:21]=3)=[N:16]2)[CH2:7][N:6]([C:8](OC(C)(C)C)=O)[CH2:5]1)#[N:2].Cl.O1CCOCC1.C(N(C(C)C)CC)(C)C.[F:53][C:54]([F:65])([F:64])S(OC[C:54]([F:65])([F:64])[F:53])(=O)=O. (3) Given the product [NH2:1][C:2]1[N:6]([C:7]2[CH:12]=[C:11]([N+:13]([O-:15])=[O:14])[CH:10]=[CH:9][C:8]=2[CH:16]=[O:17])[N:5]=[C:4]([C:18]2[CH:23]=[CH:22][C:21]([O:24][C:25]3[CH:30]=[CH:29][CH:28]=[CH:27][CH:26]=3)=[CH:20][CH:19]=2)[C:3]=1[C:31]([NH2:33])=[O:32], predict the reactants needed to synthesize it. The reactants are: [NH2:1][C:2]1[N:6]([C:7]2[CH:12]=[C:11]([N+:13]([O-:15])=[O:14])[CH:10]=[CH:9][C:8]=2[CH2:16][OH:17])[N:5]=[C:4]([C:18]2[CH:23]=[CH:22][C:21]([O:24][C:25]3[CH:30]=[CH:29][CH:28]=[CH:27][CH:26]=3)=[CH:20][CH:19]=2)[C:3]=1[C:31]([NH2:33])=[O:32]. (4) The reactants are: CC1(C)[O:6][C@H:5]([CH2:7][O:8][C:9]2[CH:14]=[CH:13][C:12]([C:15]([C:20]3[CH:25]=[CH:24][C:23](/[CH:26]=[CH:27]/[CH:28]([OH:33])[C:29]([CH3:32])([CH3:31])[CH3:30])=[C:22]([CH3:34])[CH:21]=3)([CH2:18][CH3:19])[CH2:16][CH3:17])=[CH:11][C:10]=2[CH3:35])[CH2:4][O:3]1.C12(CS(O)(=O)=O)C(C)(C)C(CC1)CC2=O.C([O-])(O)=O.[Na+]. Given the product [CH2:16]([C:15]([C:12]1[CH:13]=[CH:14][C:9]([O:8][CH2:7][C@@H:5]([OH:6])[CH2:4][OH:3])=[C:10]([CH3:35])[CH:11]=1)([C:20]1[CH:25]=[CH:24][C:23](/[CH:26]=[CH:27]/[CH:28]([OH:33])[C:29]([CH3:31])([CH3:32])[CH3:30])=[C:22]([CH3:34])[CH:21]=1)[CH2:18][CH3:19])[CH3:17], predict the reactants needed to synthesize it.